From a dataset of Forward reaction prediction with 1.9M reactions from USPTO patents (1976-2016). Predict the product of the given reaction. (1) Given the reactants [Cl:1][C:2]1[NH:6][N:5]=[C:4]([NH2:7])[N:3]=1.[C:8]([CH:10]([CH2:15][CH2:16][CH2:17][CH2:18][CH2:19][CH2:20][CH3:21])[C:11](=O)[CH2:12][CH3:13])#[N:9].[C:22]1(C)C=CC(S(O)(=O)=O)=CC=1.O, predict the reaction product. The product is: [NH2:9][C:8]1[N:5]2[N:6]=[C:2]([Cl:1])[N:3]=[C:4]2[N:7]=[C:11]([CH2:12][CH3:13])[C:10]=1[CH2:15][CH2:16][CH2:17][CH2:18][CH2:19][CH2:20][CH2:21][CH3:22]. (2) Given the reactants [Br:1][C:2]1[C:3]([O:11][C:12]2[CH:17]=[CH:16][C:15]([N+:18]([O-])=O)=[CH:14][C:13]=2[F:21])=[C:4]2[S:10][CH:9]=[CH:8][C:5]2=[N:6][CH:7]=1.N1C2=C(OC3C=CC(N)=CC=3F)N=CC=C2C=C1, predict the reaction product. The product is: [Br:1][C:2]1[C:3]([O:11][C:12]2[CH:17]=[CH:16][C:15]([NH2:18])=[CH:14][C:13]=2[F:21])=[C:4]2[S:10][CH:9]=[CH:8][C:5]2=[N:6][CH:7]=1. (3) Given the reactants [N:1]1[C:5]2[CH2:6][CH2:7][O:8][CH2:9][C:4]=2[S:3][CH:2]=1.C([Li:14])CCC.[C:15](=[O:17])=[O:16], predict the reaction product. The product is: [N:1]1[C:5]2[CH2:6][CH2:7][O:8][CH2:9][C:4]=2[S:3][C:2]=1[C:15]([O-:17])=[O:16].[Li+:14]. (4) Given the reactants Br[C:2]1[CH:3]=[C:4]([CH:7]([O:11][CH2:12][CH3:13])[O:8][CH2:9][CH3:10])[S:5][CH:6]=1.C[CH2:15][O:16]CC.C([Li])CCC.CN(C=O)C, predict the reaction product. The product is: [CH2:9]([O:8][CH:7]([O:11][CH2:12][CH3:13])[C:4]1[S:5][CH:6]=[C:2]([CH:15]=[O:16])[CH:3]=1)[CH3:10]. (5) Given the reactants [Cl:1][C:2]1[CH:7]=[CH:6][C:5]([C:8]2([CH3:26])[N:12]([C:13]3[CH:18]=[CH:17][C:16]([Cl:19])=[CH:15][C:14]=3[Cl:20])[N:11]=[C:10]([C:21]([O:23]CC)=[O:22])[CH2:9]2)=[CH:4][CH:3]=1.[OH-].[Na+], predict the reaction product. The product is: [Cl:1][C:2]1[CH:3]=[CH:4][C:5]([C:8]2([CH3:26])[N:12]([C:13]3[CH:18]=[CH:17][C:16]([Cl:19])=[CH:15][C:14]=3[Cl:20])[N:11]=[C:10]([C:21]([OH:23])=[O:22])[CH2:9]2)=[CH:6][CH:7]=1. (6) Given the reactants [C:1]1([C:14]2[CH:19]=[CH:18][CH:17]=CC=2)[CH:6]=[CH:5][C:4]([O:7][CH2:8][C:9]([O:11][CH2:12][CH3:13])=[O:10])=[CH:3][CH:2]=1.[Br:20]C1C=C2C(=CC=1)C=C(O)C=C2.BrCC(OCC)=O.C(=O)([O-])[O-].[K+].[K+], predict the reaction product. The product is: [Br:20][C:19]1[CH:14]=[C:1]2[C:2](=[CH:17][CH:18]=1)[CH:3]=[C:4]([O:7][CH2:8][C:9]([O:11][CH2:12][CH3:13])=[O:10])[CH:5]=[CH:6]2. (7) The product is: [NH2:1][C:2]1[N:3]=[N:4][C:5]([Cl:9])=[CH:6][C:7]=1[O:15][CH3:13]. Given the reactants [NH2:1][C:2]1[N:3]=[N:4][C:5]([Cl:9])=[CH:6][C:7]=1Br.C[O-].[Na+].[C:13](O)(=[O:15])C, predict the reaction product. (8) Given the reactants [CH2:1]([O:3][C:4]1[CH:13]=[C:12]2[C:7]([CH:8]=[CH:9][C:10](/[CH:14]=[N:15]/[NH:16][C:17]3[N:22]=[CH:21][C:20]([C@H:23]([N:28]4[CH2:32][CH2:31][C@@:30]([NH:34][C:35](=[O:41])[O:36][C:37]([CH3:40])([CH3:39])[CH3:38])([CH3:33])[CH2:29]4)[C:24]([F:27])([F:26])[F:25])=[CH:19][CH:18]=3)=[N:11]2)=[CH:6][C:5]=1[F:42])[CH3:2].C(O)(=O)C.C(O)(=O)C.IC1C=CC=CC=1, predict the reaction product. The product is: [CH2:1]([O:3][C:4]1[CH:13]=[C:12]2[C:7]([CH:8]=[CH:9][C:10]([C:14]3[N:22]4[CH:21]=[C:20]([C@H:23]([N:28]5[CH2:32][CH2:31][C@@:30]([NH:34][C:35](=[O:41])[O:36][C:37]([CH3:40])([CH3:39])[CH3:38])([CH3:33])[CH2:29]5)[C:24]([F:27])([F:25])[F:26])[CH:19]=[CH:18][C:17]4=[N:16][N:15]=3)=[N:11]2)=[CH:6][C:5]=1[F:42])[CH3:2]. (9) Given the reactants [N:1]1[CH:6]=[CH:5][C:4]([C:7]2[S:11][C:10]([C:12]([OH:14])=O)=[CH:9][CH:8]=2)=[CH:3][CH:2]=1.[CH3:15][C:16]1[CH:21]=[CH:20][C:19]([CH2:22][NH2:23])=[CH:18][CH:17]=1, predict the reaction product. The product is: [CH3:15][C:16]1[CH:21]=[CH:20][C:19]([CH2:22][NH:23][C:12]([C:10]2[S:11][C:7]([C:4]3[CH:3]=[CH:2][N:1]=[CH:6][CH:5]=3)=[CH:8][CH:9]=2)=[O:14])=[CH:18][CH:17]=1.